Task: Predict the product of the given reaction.. Dataset: Forward reaction prediction with 1.9M reactions from USPTO patents (1976-2016) (1) The product is: [CH3:38][O:39][C:34](=[O:35])[NH:25][C:9]1[N:10]=[C:11]([N:12]2[CH2:17][CH2:16][N:15]3[C:18]([C:21]([F:23])([F:24])[F:22])=[N:19][N:20]=[C:14]3[CH2:13]2)[C:6]2[CH:5]=[C:4]([CH2:1][CH2:2][CH3:3])[S:26][C:7]=2[N:8]=1. Given the reactants [CH2:1]([C:4]1[S:26][C:7]2[N:8]=[C:9]([NH2:25])[N:10]=[C:11]([N:12]3[CH2:17][CH2:16][N:15]4[C:18]([C:21]([F:24])([F:23])[F:22])=[N:19][N:20]=[C:14]4[CH2:13]3)[C:6]=2[CH:5]=1)[CH2:2][CH3:3].C(N(CC)CC)C.[C:34](Cl)(Cl)=[O:35].[CH3:38][O-:39].[Na+], predict the reaction product. (2) Given the reactants FC1C([O:8][C:9]([C:11]2[CH:12]=[C:13]3[C:17](=[CH:18][CH:19]=2)[NH:16][C:15](=[O:20])[C:14]3=[N:21][NH:22][C:23]2[CH:28]=[CH:27][C:26]([S:29](=[O:32])(=[O:31])[NH2:30])=[CH:25][CH:24]=2)=O)=C(F)C(F)=C(F)C=1F.[N:37]1[CH:42]=[CH:41][C:40]([CH2:43][NH2:44])=[CH:39][CH:38]=1, predict the reaction product. The product is: [N:37]1[CH:42]=[CH:41][C:40]([CH2:43][NH:44][C:9]([C:11]2[CH:12]=[C:13]3[C:17](=[CH:18][CH:19]=2)[NH:16][C:15](=[O:20])[C:14]3=[N:21][NH:22][C:23]2[CH:24]=[CH:25][C:26]([S:29](=[O:31])(=[O:32])[NH2:30])=[CH:27][CH:28]=2)=[O:8])=[CH:39][CH:38]=1. (3) Given the reactants COC1C=C(OC)C=CC=1C[N:6]([C:33]1[CH:38]=[CH:37][N:36]=[CH:35][N:34]=1)[S:7]([C:10]1[CH:15]=[C:14]([CH3:16])[C:13]([O:17][C@H:18]2[CH2:23][CH2:22][CH2:21][CH2:20][C@@H:19]2[C:24]2[CH:25]=[N:26][N:27](COC)[CH:28]=2)=[CH:12][C:11]=1[F:32])(=[O:9])=[O:8].C([SiH](CC)CC)C.FC(F)(F)C(O)=O.Cl, predict the reaction product. The product is: [F:32][C:11]1[CH:12]=[C:13]([O:17][C@H:18]2[CH2:23][CH2:22][CH2:21][CH2:20][C@@H:19]2[C:24]2[CH:25]=[N:26][NH:27][CH:28]=2)[C:14]([CH3:16])=[CH:15][C:10]=1[S:7]([NH:6][C:33]1[CH:38]=[CH:37][N:36]=[CH:35][N:34]=1)(=[O:8])=[O:9]. (4) Given the reactants CCN(C(C)C)C(C)C.[CH3:10][O:11][C:12]1[CH:13]=[CH:14][CH:15]=[C:16]2[C:21]=1[O:20][C:19](=[O:22])[C:18]([C:23]([OH:25])=O)=[CH:17]2.CN(C(ON1N=NC2C=CC=NC1=2)=[N+](C)C)C.F[P-](F)(F)(F)(F)F.[CH3:50][O:51][C:52]1[N:57]=[C:56]([O:58][CH3:59])[C:55]([C:60]2[CH:61]=[C:62]([NH2:66])[CH:63]=[CH:64][CH:65]=2)=[CH:54][N:53]=1, predict the reaction product. The product is: [CH3:50][O:51][C:52]1[N:57]=[C:56]([O:58][CH3:59])[C:55]([C:60]2[CH:61]=[C:62]([NH:66][C:23]([C:18]3[C:19](=[O:22])[O:20][C:21]4[C:16]([CH:17]=3)=[CH:15][CH:14]=[CH:13][C:12]=4[O:11][CH3:10])=[O:25])[CH:63]=[CH:64][CH:65]=2)=[CH:54][N:53]=1.